Task: Regression. Given a peptide amino acid sequence and an MHC pseudo amino acid sequence, predict their binding affinity value. This is MHC class I binding data.. Dataset: Peptide-MHC class I binding affinity with 185,985 pairs from IEDB/IMGT (1) The binding affinity (normalized) is 0.516. The MHC is HLA-B15:01 with pseudo-sequence HLA-B15:01. The peptide sequence is RVYNNTARY. (2) The peptide sequence is DVNEEYTEAA. The MHC is HLA-A02:03 with pseudo-sequence HLA-A02:03. The binding affinity (normalized) is 0.0510. (3) The peptide sequence is LLAQFTSAI. The MHC is HLA-A31:01 with pseudo-sequence HLA-A31:01. The binding affinity (normalized) is 0. (4) The peptide sequence is GSPGDLQTLAL. The MHC is HLA-B53:01 with pseudo-sequence HLA-B53:01. The binding affinity (normalized) is 0.